This data is from CYP2D6 inhibition data for predicting drug metabolism from PubChem BioAssay. The task is: Regression/Classification. Given a drug SMILES string, predict its absorption, distribution, metabolism, or excretion properties. Task type varies by dataset: regression for continuous measurements (e.g., permeability, clearance, half-life) or binary classification for categorical outcomes (e.g., BBB penetration, CYP inhibition). Dataset: cyp2d6_veith. (1) The result is 1 (inhibitor). The compound is O=C(CCN1CCc2ccccc2C1)Nc1ccc(F)cc1. (2) The drug is Cn1c(=O)c(-c2cccc(Cl)c2)nc2cncnc21. The result is 0 (non-inhibitor). (3) The result is 0 (non-inhibitor). The compound is Cc1ccccc1NC(=O)N1C2CCC1CC(O)(c1cccnc1)C2. (4) The drug is OC[C@@H]1CCC[C@H](n2cnc3c(=S)nc[nH]c32)O1. The result is 0 (non-inhibitor). (5) The molecule is COc1ccc(NC(=O)CSC2=NC(=O)CC(C)=N2)cc1. The result is 0 (non-inhibitor). (6) The molecule is CCC/C=C(\CCC)C(NP(=O)(c1ccccc1)c1ccccc1)c1ccc(-c2ccccc2)cc1. The result is 0 (non-inhibitor). (7) The compound is Cc1cc(C(=O)NNC(=S)NC(C)c2ccccc2)c2ccccc2n1. The result is 0 (non-inhibitor).